The task is: Predict which catalyst facilitates the given reaction.. This data is from Catalyst prediction with 721,799 reactions and 888 catalyst types from USPTO. (1) Reactant: [CH:1]([O:4][C:5]([N:7]1[CH2:12][CH2:11][CH:10]([O:13][N:14]=[C:15]2[CH2:20][CH2:19][N:18]([C:21]3[CH:26]=[C:25]([F:27])[C:24]([C:28](O)=[O:29])=[CH:23][C:22]=3[F:31])[CH2:17][CH2:16]2)[CH2:9][CH2:8]1)=[O:6])([CH3:3])[CH3:2].[CH3:32]OC(=O)CN.C1C=C[C:41]2[N:46](O)N=[N:44][C:42]=2C=1.C(Cl)CCl. Product: [CH:1]([O:4][C:5]([N:7]1[CH2:8][CH2:9][CH:10]([O:13][N:14]=[C:15]2[CH2:16][CH2:17][N:18]([C:21]3[CH:26]=[C:25]([F:27])[C:24]([C:28](=[O:29])[NH:46][CH2:41][CH2:42][NH:44][CH3:32])=[CH:23][C:22]=3[F:31])[CH2:19][CH2:20]2)[CH2:11][CH2:12]1)=[O:6])([CH3:2])[CH3:3]. The catalyst class is: 2. (2) Product: [CH3:10][C:9]([NH:6][C:5]1[CH:7]=[CH:8][C:2]([I:1])=[CH:3][CH:4]=1)=[O:11]. Reactant: [I:1][C:2]1[CH:8]=[CH:7][C:5]([NH2:6])=[CH:4][CH:3]=1.[C:9](OC(=O)C)(=[O:11])[CH3:10].N1C=CC=CC=1. The catalyst class is: 13. (3) Reactant: [CH:1]1([C:7]2([CH3:27])[N:11]([CH3:12])[C:10](=[O:13])[N:9]([CH2:14][C:15]([C:17]3[CH:22]=[CH:21][C:20]([N+:23]([O-])=O)=[CH:19][CH:18]=3)=[O:16])[C:8]2=[O:26])[CH2:6][CH2:5][CH2:4][CH2:3][CH2:2]1. Product: [NH2:23][C:20]1[CH:21]=[CH:22][C:17]([C:15](=[O:16])[CH2:14][N:9]2[C:8](=[O:26])[C:7]([CH:1]3[CH2:2][CH2:3][CH2:4][CH2:5][CH2:6]3)([CH3:27])[N:11]([CH3:12])[C:10]2=[O:13])=[CH:18][CH:19]=1. The catalyst class is: 19. (4) Reactant: [CH3:1][O:2][C:3](=[O:12])[C:4]1[CH:9]=[C:8]([I:10])[CH:7]=[CH:6][C:5]=1[NH2:11].Cl.[N:14]([O-])=O.[Na+].O.O.[Cl:20][Sn]Cl. Product: [ClH:20].[CH3:1][O:2][C:3](=[O:12])[C:4]1[CH:9]=[C:8]([I:10])[CH:7]=[CH:6][C:5]=1[NH:11][NH2:14]. The catalyst class is: 6. (5) Reactant: Br[C:2]1[CH:3]=[C:4]([NH:8][C:9]2[C:13]3[CH2:14][N:15]([C:18](=[O:20])[CH3:19])[CH2:16][CH2:17][C:12]=3[N:11]([CH2:21][CH:22]3[CH2:24][CH2:23]3)[N:10]=2)[CH:5]=[CH:6][CH:7]=1.C([Sn](CCCC)(CCCC)[C:30]1[CH:35]=[CH:34][CH:33]=[CH:32][N:31]=1)CCC.O. Product: [CH:22]1([CH2:21][N:11]2[C:12]3[CH2:17][CH2:16][N:15]([C:18](=[O:20])[CH3:19])[CH2:14][C:13]=3[C:9]([NH:8][C:4]3[CH:5]=[CH:6][CH:7]=[C:2]([C:30]4[CH:35]=[CH:34][CH:33]=[CH:32][N:31]=4)[CH:3]=3)=[N:10]2)[CH2:24][CH2:23]1. The catalyst class is: 109. (6) Product: [Cl:1][C:2]1[CH:3]=[CH:4][C:5]([O:26][CH3:27])=[C:6]([C:8]2[N:13]=[C:12]([NH2:14])[CH:11]=[C:10]([NH:18][C:19]3[CH:24]=[CH:23][C:22]([CH3:25])=[CH:21][CH:20]=3)[CH:9]=2)[CH:7]=1. Reactant: [Cl:1][C:2]1[CH:3]=[CH:4][C:5]([O:26][CH3:27])=[C:6]([C:8]2[N:13]=[C:12]([NH:14]C(=O)C)[CH:11]=[C:10]([NH:18][C:19]3[CH:24]=[CH:23][C:22]([CH3:25])=[CH:21][CH:20]=3)[CH:9]=2)[CH:7]=1.NN. The catalyst class is: 8. (7) Reactant: [Cl:1][C:2]1[C:7]2[O:8][C:9]3[CH2:14][CH:13]([CH3:15])[NH:12][CH2:11][C:10]=3[C:6]=2[CH:5]=[C:4]([S:16]([C:19]2[CH:24]=[CH:23][CH:22]=[CH:21][CH:20]=2)(=[O:18])=[O:17])[CH:3]=1.Cl. Product: [ClH:1].[Cl:1][C:2]1[C:7]2[O:8][C:9]3[CH2:14][CH:13]([CH3:15])[NH:12][CH2:11][C:10]=3[C:6]=2[CH:5]=[C:4]([S:16]([C:19]2[CH:24]=[CH:23][CH:22]=[CH:21][CH:20]=2)(=[O:18])=[O:17])[CH:3]=1. The catalyst class is: 5. (8) Reactant: [CH3:1][C@@H:2]1[CH2:7][N:6]([C:8]2[CH:13]=[CH:12][CH:11]=[CH:10][C:9]=2[C:14]([F:17])([F:16])[F:15])[CH2:5][CH2:4][N:3]1[S:18]([C:21]1[CH:26]=[CH:25][C:24]([C:27](=[O:29])[CH3:28])=[CH:23][CH:22]=1)(=[O:20])=[O:19].[Si]([C:34]([F:37])([F:36])[F:35])(C)(C)C.[F-].C([N+](CCCC)(CCCC)CCCC)CCC. Product: [F:35][C:34]([F:37])([F:36])[C:27]([C:24]1[CH:23]=[CH:22][C:21]([S:18]([N:3]2[CH2:4][CH2:5][N:6]([C:8]3[CH:13]=[CH:12][CH:11]=[CH:10][C:9]=3[C:14]([F:16])([F:17])[F:15])[CH2:7][C@H:2]2[CH3:1])(=[O:20])=[O:19])=[CH:26][CH:25]=1)([OH:29])[CH3:28]. The catalyst class is: 554. (9) The catalyst class is: 3. Reactant: [N:1]([C:4]1[CH:9]=[CH:8][C:7]([C:10](=O)[CH2:11]Br)=[CH:6][CH:5]=1)=[N+:2]=[N-:3].[C:14]([NH:21][C:22]([NH2:24])=[NH:23])([O:16][C:17]([CH3:20])([CH3:19])[CH3:18])=[O:15]. Product: [C:17]([O:16][C:14]([N:21]1[C:10]([C:7]2[CH:8]=[CH:9][C:4]([N:1]=[N+:2]=[N-:3])=[CH:5][CH:6]=2)=[CH:11][N:23]=[C:22]1[NH2:24])=[O:15])([CH3:20])([CH3:18])[CH3:19].